Predict the reactants needed to synthesize the given product. From a dataset of Full USPTO retrosynthesis dataset with 1.9M reactions from patents (1976-2016). (1) Given the product [CH2:5]([NH:6][CH2:7][CH3:2])[CH3:4].[F:8][C:5]1[C:4]([C@@H:9]2[C@@H:13]([C:14]3[CH:19]=[CH:18][CH:17]=[C:16]([F:20])[CH:15]=3)[O:12][C:11](=[O:21])[NH:10]2)=[CH:3][C:2]([C:23]#[C:22][C:24]2[CH:25]=[N:26][CH:27]=[C:28]([F:30])[CH:29]=2)=[CH:7][N:6]=1, predict the reactants needed to synthesize it. The reactants are: Br[C:2]1[CH:3]=[C:4]([C@@H:9]2[C@@H:13]([C:14]3[CH:19]=[CH:18][CH:17]=[C:16]([F:20])[CH:15]=3)[O:12][C:11](=[O:21])[NH:10]2)[C:5]([F:8])=[N:6][CH:7]=1.[C:22]([C:24]1[CH:25]=[N:26][CH:27]=[C:28]([F:30])[CH:29]=1)#[CH:23].C1(P(C2C=CC=CC=2)C2C=CC=CC=2)C=CC=CC=1.CO. (2) Given the product [S:32]1[CH:36]=[CH:35][CH:34]=[C:33]1[CH2:37][NH:38][C:16]([C:14]1[C:26]([Br:27])=[C:25]2[CH:12]=[C:7]([C:1]3[CH:2]=[CH:3][CH:4]=[CH:5][CH:6]=3)[CH:8]=[C:9]([Br:64])[N:10]2[N:13]=1)=[O:18], predict the reactants needed to synthesize it. The reactants are: [C:1]1([C:7]2[CH:12]=C[N:10]3[N:13]=[C:14]([C:16]([OH:18])=O)C=[C:9]3[CH:8]=2)[CH:6]=[CH:5][CH:4]=[CH:3][CH:2]=1.C([Li])CCC.Br[C:25](Cl)(Cl)[C:26](Cl)(Cl)[Br:27].[S:32]1[CH:36]=[CH:35][CH:34]=[C:33]1[CH2:37][NH2:38].C(N(CC)C(C)C)(C)C.C1CN([P+]([Br:64])(N2CCCC2)N2CCCC2)CC1.F[P-](F)(F)(F)(F)F. (3) Given the product [ClH:1].[Cl:1][C:2]1[CH:3]=[C:4]([CH:16]=[CH:17][C:18]=1[Cl:19])[O:5][CH:6]1[CH2:11][C:10]([CH3:12])([CH3:13])[N:9]([CH2:28][C:26]#[N:27])[C:8]([CH3:14])([CH3:15])[CH2:7]1, predict the reactants needed to synthesize it. The reactants are: [Cl:1][C:2]1[CH:3]=[C:4]([CH:16]=[CH:17][C:18]=1[Cl:19])[O:5][CH:6]1[CH2:11][C:10]([CH3:13])([CH3:12])[NH:9][C:8]([CH3:15])([CH3:14])[CH2:7]1.C(=O)([O-])[O-].[K+].[K+].[C:26]([CH2:28]OS(C1C=CC=CC=1)(=O)=O)#[N:27].CS(C)=O. (4) The reactants are: [CH3:1][C:2]1[CH:11]=[CH:10][C:9]2[C:4](=[CH:5][CH:6]=[CH:7][C:8]=2[N:12]2[CH2:17][CH2:16][N:15]([CH2:18][CH2:19][C:20]3[CH:21]=[C:22]([CH:24]=[CH:25][CH:26]=3)[NH2:23])[CH2:14][CH2:13]2)[N:3]=1.[CH3:27][O:28][CH2:29][C:30](Cl)=[O:31]. Given the product [CH3:27][O:28][CH2:29][C:30]([NH:23][C:22]1[CH:24]=[CH:25][CH:26]=[C:20]([CH2:19][CH2:18][N:15]2[CH2:14][CH2:13][N:12]([C:8]3[CH:7]=[CH:6][CH:5]=[C:4]4[C:9]=3[CH:10]=[CH:11][C:2]([CH3:1])=[N:3]4)[CH2:17][CH2:16]2)[CH:21]=1)=[O:31], predict the reactants needed to synthesize it. (5) Given the product [CH2:1]([N:8]1[CH2:9][CH2:10][N:11]([C:14]2[N:19]=[C:18]([NH:20][C:21]3[CH:22]=[CH:23][C:24]([CH3:31])=[C:25]([NH:27][CH2:28][CH3:29])[CH:26]=3)[CH:17]=[C:16]([N:32]([CH3:34])[CH3:33])[N:15]=2)[CH2:12][CH2:13]1)[C:2]1[CH:7]=[CH:6][CH:5]=[CH:4][CH:3]=1, predict the reactants needed to synthesize it. The reactants are: [CH2:1]([N:8]1[CH2:13][CH2:12][N:11]([C:14]2[N:19]=[C:18]([NH:20][C:21]3[CH:22]=[CH:23][C:24]([CH3:31])=[C:25]([NH:27][C:28](=O)[CH3:29])[CH:26]=3)[CH:17]=[C:16]([N:32]([CH3:34])[CH3:33])[N:15]=2)[CH2:10][CH2:9]1)[C:2]1[CH:7]=[CH:6][CH:5]=[CH:4][CH:3]=1.[H-].[Al+3].[Li+].[H-].[H-].[H-]. (6) Given the product [C:2]([C@H:4]1[N:9]([C:10]([O:12][CH2:13][C:14]2[CH:15]=[CH:16][CH:17]=[CH:18][CH:19]=2)=[O:11])[CH2:8][C@H:7]([C:20]([O:22][CH3:23])=[O:21])[CH2:6][CH2:5]1)(=[O:1])[CH3:3], predict the reactants needed to synthesize it. The reactants are: [OH:1][CH:2]([C@H:4]1[N:9]([C:10]([O:12][CH2:13][C:14]2[CH:19]=[CH:18][CH:17]=[CH:16][CH:15]=2)=[O:11])[CH2:8][C@H:7]([C:20]([O:22][CH3:23])=[O:21])[CH2:6][CH2:5]1)[CH3:3]. (7) Given the product [CH3:19][N:20]([CH3:52])[S:21]([N:24]1[C:28]([C:29]2([OH:44])[C:37]3[C:32](=[CH:33][CH:34]=[CH:35][CH:36]=3)[CH:31]([C:38]3[CH:43]=[CH:42][CH:41]=[CH:40][CH:39]=3)[CH2:30]2)=[CH:27][N:26]=[CH:25]1)(=[O:22])=[O:23], predict the reactants needed to synthesize it. The reactants are: [F-].C([N+](CCCC)(CCCC)CCCC)CCC.[CH3:19][N:20]([CH3:52])[S:21]([N:24]1[C:28]([C:29]2([OH:44])[C:37]3[C:32](=[CH:33][CH:34]=[CH:35][CH:36]=3)[CH:31]([C:38]3[CH:43]=[CH:42][CH:41]=[CH:40][CH:39]=3)[CH2:30]2)=[CH:27][N:26]=[C:25]1[Si](C(C)(C)C)(C)C)(=[O:23])=[O:22].